From a dataset of Full USPTO retrosynthesis dataset with 1.9M reactions from patents (1976-2016). Predict the reactants needed to synthesize the given product. (1) Given the product [CH3:34][C:33]1[CH:32]=[CH:31][O:30][C:29]=1[C:27]([NH:26][C:22]1[CH:21]=[C:20]([C:19]#[C:18][C:16]2[CH:17]=[C:12]([C:10]([N:9]=[S:7]([CH2:3][C:4]([N:41]3[CH2:51][CH2:50][CH2:49][C@H:43]([C:44]([O:46][CH2:47][CH3:48])=[O:45])[CH2:42]3)=[O:5])([C:35]3[CH:40]=[CH:39][CH:38]=[CH:37][CH:36]=3)=[O:8])=[O:11])[CH:13]=[N:14][CH:15]=2)[CH:25]=[CH:24][CH:23]=1)=[O:28], predict the reactants needed to synthesize it. The reactants are: C([C@H:3]([S:7]([C:35]1[CH:40]=[CH:39][CH:38]=[CH:37][CH:36]=1)(=[N:9][C:10]([C:12]1[CH:13]=[N:14][CH:15]=[C:16]([C:18]#[C:19][C:20]2[CH:25]=[CH:24][CH:23]=[C:22]([NH:26][C:27]([C:29]3[O:30][CH:31]=[CH:32][C:33]=3[CH3:34])=[O:28])[CH:21]=2)[CH:17]=1)=[O:11])=[O:8])[C:4]([O-])=[O:5])C.[NH:41]1[CH2:51][CH2:50][CH2:49][CH:43]([C:44]([O:46][CH2:47][CH3:48])=[O:45])[CH2:42]1. (2) Given the product [Cl:1][C:2]1[CH:3]=[C:4]([CH:7]=[CH:8][C:9]=1[O:11][C:12]1[C:21]2[C:16](=[CH:17][CH:18]=[CH:19][CH:20]=2)[C:15]([CH:22]=[O:23])=[CH:14][CH:13]=1)[C:5]#[N:6], predict the reactants needed to synthesize it. The reactants are: [Cl:1][C:2]1[CH:3]=[C:4]([CH:7]=[CH:8][C:9]=1F)[C:5]#[N:6].[OH:11][C:12]1[C:21]2[C:16](=[CH:17][CH:18]=[CH:19][CH:20]=2)[C:15]([CH:22]=[O:23])=[CH:14][CH:13]=1.C(=O)([O-])[O-].[Cs+].[Cs+]. (3) Given the product [CH3:19][C:17]1[N:18]=[C:14]([CH:9]2[CH2:10][CH2:11][CH2:12][CH2:13][NH:8]2)[S:15][C:16]=1[C:20]([O:22][CH3:23])=[O:21], predict the reactants needed to synthesize it. The reactants are: C(OC([N:8]1[CH2:13][CH2:12][CH2:11][CH2:10][CH:9]1[C:14]1[S:15][C:16]([C:20]([O:22][CH3:23])=[O:21])=[C:17]([CH3:19])[N:18]=1)=O)(C)(C)C.C(O)(C(F)(F)F)=O.